This data is from Forward reaction prediction with 1.9M reactions from USPTO patents (1976-2016). The task is: Predict the product of the given reaction. (1) Given the reactants [NH2:1][C:2](=[O:35])[C@H:3]([NH:24][S:25]([C:28]1[CH:33]=[CH:32][C:31]([CH3:34])=[CH:30][CH:29]=1)(=[O:27])=[O:26])[CH2:4][C:5]1[N:6]=[N:7][N:8]([C@@H:10]2[CH2:19][CH2:18][CH2:17][C:16]3[CH:15]=[C:14]([C:20]([O:22]C)=[O:21])[CH:13]=[CH:12][C:11]2=3)[CH:9]=1.[Li+].[OH-], predict the reaction product. The product is: [NH2:1][C:2](=[O:35])[C@H:3]([NH:24][S:25]([C:28]1[CH:29]=[CH:30][C:31]([CH3:34])=[CH:32][CH:33]=1)(=[O:27])=[O:26])[CH2:4][C:5]1[N:6]=[N:7][N:8]([C@@H:10]2[CH2:19][CH2:18][CH2:17][C:16]3[CH:15]=[C:14]([C:20]([OH:22])=[O:21])[CH:13]=[CH:12][C:11]2=3)[CH:9]=1. (2) Given the reactants [CH2:1]1[C:11]2=[C:12]3[C:7](=[CH:8][CH:9]=[CH:10]2)[CH2:6][CH2:5][C:4](=[O:13])[N:3]3[CH2:2]1.[Br:14][CH2:15][CH2:16][CH2:17][CH2:18][CH2:19][C:20](Cl)=[O:21], predict the reaction product. The product is: [Br:14][CH2:15][CH2:16][CH2:17][CH2:18][CH2:19][C:20]([C:9]1[CH:8]=[C:7]2[C:12]3=[C:11]([CH2:1][CH2:2][N:3]3[C:4](=[O:13])[CH2:5][CH2:6]2)[CH:10]=1)=[O:21]. (3) Given the reactants [F:1][C:2]([F:31])([F:30])[C:3]1[CH:4]=[C:5]([C:16]2[O:20][N:19]=[C:18]([C:21]3[CH:29]=[CH:28][CH:27]=[C:26]4[C:22]=3[CH:23]=[CH:24][NH:25]4)[N:17]=2)[CH:6]=[CH:7][C:8]=1[O:9][CH:10]([CH3:15])[C:11]([F:14])([F:13])[F:12].B(C#N)([O-])[O-].[Na+].[Na+].[OH-].[Na+], predict the reaction product. The product is: [F:31][C:2]([F:1])([F:30])[C:3]1[CH:4]=[C:5]([C:16]2[O:20][N:19]=[C:18]([C:21]3[CH:29]=[CH:28][CH:27]=[C:26]4[C:22]=3[CH2:23][CH2:24][NH:25]4)[N:17]=2)[CH:6]=[CH:7][C:8]=1[O:9][CH:10]([CH3:15])[C:11]([F:12])([F:13])[F:14]. (4) Given the reactants [CH2:1]([NH:3][C:4]1[CH:9]=[CH:8][CH:7]=[CH:6][C:5]=1[N+:10]([O-])=O)[CH3:2].[BH4-].[Na+].CO, predict the reaction product. The product is: [CH2:1]([NH:3][C:4]1[C:5]([NH2:10])=[CH:6][CH:7]=[CH:8][CH:9]=1)[CH3:2]. (5) Given the reactants [C:1]([C:3]1[C:4](=[O:20])[NH:5][C:6](=[O:19])[N:7]([C:9]2[CH:10]=[C:11]([NH:15][C:16](=[O:18])[CH3:17])[CH:12]=[CH:13][CH:14]=2)[N:8]=1)#[N:2].[Cl:21][C:22]1[CH:29]=[CH:28][C:25]([CH2:26]Br)=[CH:24][CH:23]=1.C(=O)([O-])[O-].[K+].[K+].O, predict the reaction product. The product is: [Cl:21][C:22]1[CH:29]=[CH:28][C:25]([CH2:26][N:5]2[C:4](=[O:20])[C:3]([C:1]#[N:2])=[N:8][N:7]([C:9]3[CH:10]=[C:11]([NH:15][C:16](=[O:18])[CH3:17])[CH:12]=[CH:13][CH:14]=3)[C:6]2=[O:19])=[CH:24][CH:23]=1. (6) Given the reactants Br[C:2]1[CH:3]=[C:4]2[C:9](=[CH:10][CH:11]=1)[CH:8]=[C:7]([O:12][CH2:13][CH2:14][N:15]1[CH2:19][CH2:18][CH2:17][CH2:16]1)[CH:6]=[CH:5]2.O1CCCOB1[C:26]1[CH:27]=[N:28][CH:29]=[CH:30][CH:31]=1, predict the reaction product. The product is: [N:15]1([CH2:14][CH2:13][O:12][C:7]2[CH:8]=[C:9]3[C:4](=[CH:5][CH:6]=2)[CH:3]=[C:2]([C:26]2[CH:27]=[N:28][CH:29]=[CH:30][CH:31]=2)[CH:11]=[CH:10]3)[CH2:19][CH2:18][CH2:17][CH2:16]1. (7) Given the reactants [NH2:1][CH:2]1[CH2:7][CH2:6][N:5]([CH2:8][C:9]2[CH:14]=[CH:13][CH:12]=[CH:11][CH:10]=2)[CH2:4][CH2:3]1.C(N(CC)CC)C.[CH3:22][C:23]1([CH3:29])[CH2:25][CH:24]1[C:26](Cl)=[O:27], predict the reaction product. The product is: [CH3:22][C:23]1([CH3:29])[CH2:25][CH:24]1[C:26]([NH:1][CH:2]1[CH2:7][CH2:6][N:5]([CH2:8][C:9]2[CH:14]=[CH:13][CH:12]=[CH:11][CH:10]=2)[CH2:4][CH2:3]1)=[O:27]. (8) Given the reactants [CH3:1][N:2]([C:20]1[CH:21]=[CH:22][CH:23]=[CH:24][N:25]=1)[CH2:3][CH2:4][O:5][C:6]1[CH:7]=[CH:8][C:9]([CH2:12][CH:13]2[S:19][C:17](=[O:18])[NH:16][C:14]2=[O:15])=[CH:10][CH:11]=1.C(/C(O)=O)=C/C(O)=O.[CH3:34][N:35]([C:37]([NH:39][C:40]([NH2:42])=[NH:41])=[NH:38])[CH3:36].CN(C1C=CC=CN=1)CCOC1C=CC(CC2SC(=O)NC2=O)=CC=1, predict the reaction product. The product is: [CH3:1][N:2]([C:20]1[CH:21]=[CH:22][CH:23]=[CH:24][N:25]=1)[CH2:3][CH2:4][O:5][C:6]1[CH:11]=[CH:10][C:9]([CH2:12][CH:13]2[S:19][C:17](=[O:18])[NH:16][C:14]2=[O:15])=[CH:8][CH:7]=1.[CH3:34][N:35]([C:37]([NH:39][C:40]([NH2:42])=[NH:41])=[NH:38])[CH3:36]. (9) Given the reactants [F:1][C:2]([F:37])([F:36])[C:3]1[CH:4]=[C:5]([C@H:13]([N:15]([CH3:35])[C:16]([N:18]2[CH2:23][CH2:22][CH:21]([N+:24]([O-:26])=[O:25])[CH2:20][C@@H:19]2[C:27]2[CH:32]=[CH:31][C:30]([F:33])=[CH:29][C:28]=2[CH3:34])=[O:17])[CH3:14])[CH:6]=[C:7]([C:9]([F:12])([F:11])[F:10])[CH:8]=1.[F-].[K+].[C:40]([O:48][CH3:49])(=[O:47])/[CH:41]=[CH:42]\[C:43]([O:45][CH3:46])=[O:44].O, predict the reaction product. The product is: [CH3:46][O:45][C:43](=[O:44])[CH:42]([C@@:21]1([N+:24]([O-:26])=[O:25])[CH2:22][CH2:23][N:18]([C:16]([N:15]([C@@H:13]([C:5]2[CH:4]=[C:3]([C:2]([F:1])([F:36])[F:37])[CH:8]=[C:7]([C:9]([F:10])([F:11])[F:12])[CH:6]=2)[CH3:14])[CH3:35])=[O:17])[C@@H:19]([C:27]2[CH:32]=[CH:31][C:30]([F:33])=[CH:29][C:28]=2[CH3:34])[CH2:20]1)[CH2:41][C:40]([O:48][CH3:49])=[O:47].